Dataset: NCI-60 drug combinations with 297,098 pairs across 59 cell lines. Task: Regression. Given two drug SMILES strings and cell line genomic features, predict the synergy score measuring deviation from expected non-interaction effect. Drug 1: CC=C1C(=O)NC(C(=O)OC2CC(=O)NC(C(=O)NC(CSSCCC=C2)C(=O)N1)C(C)C)C(C)C. Drug 2: CC(C)CN1C=NC2=C1C3=CC=CC=C3N=C2N. Cell line: SR. Synergy scores: CSS=65.9, Synergy_ZIP=0.285, Synergy_Bliss=-2.99, Synergy_Loewe=-41.7, Synergy_HSA=-3.90.